Regression. Given a peptide amino acid sequence and an MHC pseudo amino acid sequence, predict their binding affinity value. This is MHC class I binding data. From a dataset of Peptide-MHC class I binding affinity with 185,985 pairs from IEDB/IMGT. The peptide sequence is MLCLLLLSV. The MHC is HLA-A02:03 with pseudo-sequence HLA-A02:03. The binding affinity (normalized) is 0.485.